Predict which catalyst facilitates the given reaction. From a dataset of Catalyst prediction with 721,799 reactions and 888 catalyst types from USPTO. (1) Reactant: [F:1][C:2]1[CH:7]=[C:6]([F:8])[CH:5]=[CH:4][C:3]=1[C:9]1[C:10]2[N:11]([CH:24]=[C:25]([C:27]([O:29]CC)=[O:28])[N:26]=2)[CH:12]=[C:13]([C:15]2[S:19][C:18]([CH2:20][CH:21]([CH3:23])[CH3:22])=[N:17][CH:16]=2)[CH:14]=1.[OH-].[Na+]. Product: [F:1][C:2]1[CH:7]=[C:6]([F:8])[CH:5]=[CH:4][C:3]=1[C:9]1[C:10]2[N:11]([CH:24]=[C:25]([C:27]([OH:29])=[O:28])[N:26]=2)[CH:12]=[C:13]([C:15]2[S:19][C:18]([CH2:20][CH:21]([CH3:23])[CH3:22])=[N:17][CH:16]=2)[CH:14]=1. The catalyst class is: 92. (2) Reactant: [Cl:1][C:2]1[CH:24]=[CH:23][C:5]2[N:6]=[C:7]([NH:9][C:10]3[N:14]([CH3:15])[C:13]4[CH:16]=[CH:17][C:18]([C:20](O)=[O:21])=[CH:19][C:12]=4[N:11]=3)[S:8][C:4]=2[CH:3]=1.[C:25]([O:29][C:30]([N:32]1[CH2:36][CH2:35][C@@H:34]([NH2:37])[CH2:33]1)=[O:31])([CH3:28])([CH3:27])[CH3:26].CN(C(ON1N=NC2C=CC=CC1=2)=[N+](C)C)C.F[P-](F)(F)(F)(F)F.CCN(C(C)C)C(C)C. Product: [C:25]([O:29][C:30]([N:32]1[CH2:36][CH2:35][C@@H:34]([NH:37][C:20]([C:18]2[CH:17]=[CH:16][C:13]3[N:14]([CH3:15])[C:10]([NH:9][C:7]4[S:8][C:4]5[CH:3]=[C:2]([Cl:1])[CH:24]=[CH:23][C:5]=5[N:6]=4)=[N:11][C:12]=3[CH:19]=2)=[O:21])[CH2:33]1)=[O:31])([CH3:28])([CH3:26])[CH3:27]. The catalyst class is: 3. (3) Product: [NH2:1][C:2]1[N:10]=[C:9]2[C:5]([N:6]=[CH:7][N:8]2[CH2:18][CH3:19])=[C:4]([N:11]2[CH:16]=[CH:15][C:14](=[O:17])[CH:13]=[CH:12]2)[N:3]=1. Reactant: [NH2:1][C:2]1[N:10]=[C:9]2[C:5]([NH:6][CH:7]=[N:8]2)=[C:4]([N:11]2[CH:16]=[CH:15][C:14](=[O:17])[CH:13]=[CH:12]2)[N:3]=1.[CH2:18](I)[CH2:19]C.C([O-])([O-])=O.[K+].[K+]. The catalyst class is: 3. (4) Reactant: FC(F)(F)C(O)=O.C(O[C:13](=O)[N:14]([CH2:16][C:17]1[CH:18]=[N:19][C:20]([F:48])=[CH:21][C:22]=1[C:23]1[C:28]2[S:29][C:30]([C:32]3[C:37]([F:38])=[CH:36][N:35]=[C:34]([NH:39][CH2:40][CH2:41][N:42]4[CH:46]=[CH:45][NH:44][C:43]4=[O:47])[N:33]=3)=[CH:31][C:27]=2[CH:26]=[CH:25][CH:24]=1)C)(C)(C)C. Product: [F:38][C:37]1[C:32]([C:30]2[S:29][C:28]3[C:23]([C:22]4[C:17]([CH2:16][NH:14][CH3:13])=[CH:18][N:19]=[C:20]([F:48])[CH:21]=4)=[CH:24][CH:25]=[CH:26][C:27]=3[CH:31]=2)=[N:33][C:34]([NH:39][CH2:40][CH2:41][N:42]2[CH:46]=[CH:45][NH:44][C:43]2=[O:47])=[N:35][CH:36]=1. The catalyst class is: 4. (5) Reactant: [H-].[Na+].[F:3][C:4]1[CH:5]=[C:6]([S:11]([N:14]2[CH2:18][CH2:17][CH2:16][CH:15]2[C:19]([NH:21][C:22]2[CH:27]=[CH:26][CH:25]=[CH:24][CH:23]=2)=[O:20])(=[O:13])=[O:12])[CH:7]=[CH:8][C:9]=1[CH3:10].Cl[CH2:29][N:30]1[C:34]2[CH:35]=[CH:36][CH:37]=[CH:38][C:33]=2[N:32]=[N:31]1. Product: [N:30]1([CH2:29][N:21]([C:22]2[CH:27]=[CH:26][CH:25]=[CH:24][CH:23]=2)[C:19]([CH:15]2[CH2:16][CH2:17][CH2:18][N:14]2[S:11]([C:6]2[CH:7]=[CH:8][C:9]([CH3:10])=[C:4]([F:3])[CH:5]=2)(=[O:13])=[O:12])=[O:20])[C:34]2[CH:35]=[CH:36][CH:37]=[CH:38][C:33]=2[N:32]=[N:31]1. The catalyst class is: 3. (6) Reactant: [N:1]([CH2:4][CH2:5][CH2:6][CH2:7][C:8]([OH:10])=[O:9])=[N+:2]=[N-:3].O[N:12]1[C:16](=[O:17])[CH2:15][CH2:14][C:13]1=[O:18].Cl.C(N=C=NCCCN(C)C)C.O. Product: [N:1]([CH2:4][CH2:5][CH2:6][CH2:7][C:8]([O:10][N:12]1[C:16](=[O:17])[CH2:15][CH2:14][C:13]1=[O:18])=[O:9])=[N+:2]=[N-:3]. The catalyst class is: 4. (7) Reactant: [Cl:1][C:2]1[C:3]([C:14]([OH:16])=O)=[N:4][O:5][C:6]=1[C:7]1[CH:12]=[CH:11][C:10]([Cl:13])=[CH:9][CH:8]=1.C(Cl)(=O)C([Cl:20])=O. Product: [Cl:1][C:2]1[C:3]([C:14]([Cl:20])=[O:16])=[N:4][O:5][C:6]=1[C:7]1[CH:12]=[CH:11][C:10]([Cl:13])=[CH:9][CH:8]=1. The catalyst class is: 120.